This data is from Forward reaction prediction with 1.9M reactions from USPTO patents (1976-2016). The task is: Predict the product of the given reaction. (1) Given the reactants [C:1]([C:3]([C:6]1[CH:11]=[CH:10][C:9]([C:12]2[C:24]3[C:23]4[CH:22]=[C:21]([C:25]5[CH:26]=[C:27]([NH:31]C(=O)OC(C)(C)C)[CH:28]=[N:29][CH:30]=5)[CH:20]=[CH:19][C:18]=4[N:17]=[CH:16][C:15]=3[N:14]([CH3:39])[N:13]=2)=[CH:8][CH:7]=1)([CH3:5])[CH3:4])#[N:2].Cl.C([O-])(O)=O.[Na+], predict the reaction product. The product is: [NH2:31][C:27]1[CH:26]=[C:25]([C:21]2[CH:20]=[CH:19][C:18]3[N:17]=[CH:16][C:15]4[N:14]([CH3:39])[N:13]=[C:12]([C:9]5[CH:8]=[CH:7][C:6]([C:3]([CH3:4])([CH3:5])[C:1]#[N:2])=[CH:11][CH:10]=5)[C:24]=4[C:23]=3[CH:22]=2)[CH:30]=[N:29][CH:28]=1. (2) Given the reactants F[C:2]1[CH:7]=[CH:6][C:5]([C:8]2[O:12][N:11]=[C:10]([C:13]3[CH:18]=[CH:17][C:16]([N:19]4[CH2:24][CH2:23][CH:22]([F:25])[CH2:21][CH2:20]4)=[C:15]([C:26]([F:29])([F:28])[F:27])[CH:14]=3)[N:9]=2)=[CH:4][CH:3]=1.[NH2:30][C@H:31]1[CH2:35][CH2:34][C@H:33]([C:36]([OH:38])=[O:37])[CH2:32]1.C(=O)([O-])[O-].[K+].[K+].CN(C=O)C, predict the reaction product. The product is: [F:25][CH:22]1[CH2:21][CH2:20][N:19]([C:16]2[CH:17]=[CH:18][C:13]([C:10]3[N:9]=[C:8]([C:5]4[CH:4]=[CH:3][C:2]([NH:30][C@H:31]5[CH2:35][CH2:34][C@H:33]([C:36]([OH:38])=[O:37])[CH2:32]5)=[CH:7][CH:6]=4)[O:12][N:11]=3)=[CH:14][C:15]=2[C:26]([F:27])([F:29])[F:28])[CH2:24][CH2:23]1.